Dataset: Forward reaction prediction with 1.9M reactions from USPTO patents (1976-2016). Task: Predict the product of the given reaction. (1) Given the reactants [NH:1]1[CH:5]=[C:4]([C:6]2[CH:22]=[CH:21][C:9]3[C:10]4[N:11]=[C:12]([C:18](O)=[O:19])[S:13][C:14]=4[CH2:15][CH2:16][O:17][C:8]=3[CH:7]=2)[CH:3]=[N:2]1.[NH:23]1[CH2:27][CH2:26][C@@H:25]([N:28]2[CH2:33][CH2:32][O:31][CH2:30][CH2:29]2)[CH2:24]1, predict the reaction product. The product is: [N:28]1([C@@H:25]2[CH2:26][CH2:27][N:23]([C:18]([C:12]3[S:13][C:14]4[CH2:15][CH2:16][O:17][C:8]5[CH:7]=[C:6]([C:4]6[CH:3]=[N:2][NH:1][CH:5]=6)[CH:22]=[CH:21][C:9]=5[C:10]=4[N:11]=3)=[O:19])[CH2:24]2)[CH2:33][CH2:32][O:31][CH2:30][CH2:29]1. (2) Given the reactants [Cl:1][C:2]1[CH:3]=[CH:4][C:5]2[CH:9]=[C:8]([C:10]([OH:12])=O)[S:7][C:6]=2[CH:13]=1.C(OC([N:21]1[C:29]2[CH:28]=[CH:27][N:26]=[CH:25][C:24]=2[CH:23]=[C:22]1[CH2:30][N:31]1[CH2:36][CH2:35][NH:34][CH2:33][C:32]1=[O:37])=O)(C)(C)C, predict the reaction product. The product is: [Cl:1][C:2]1[CH:3]=[CH:4][C:5]2[CH:9]=[C:8]([C:10]([N:34]3[CH2:35][CH2:36][N:31]([CH2:30][C:22]4[NH:21][C:29]5[CH:28]=[CH:27][N:26]=[CH:25][C:24]=5[CH:23]=4)[C:32](=[O:37])[CH2:33]3)=[O:12])[S:7][C:6]=2[CH:13]=1. (3) Given the reactants C[O:2][C:3]([C:5]1[N:6]=[C:7]([CH2:10][NH:11][C:12]([O:14][C:15]([CH3:18])([CH3:17])[CH3:16])=[O:13])[O:8][CH:9]=1)=O.CC(C[AlH]CC(C)C)C.C(C(C(C([O-])=O)O)O)([O-])=O.[K+].[Na+], predict the reaction product. The product is: [C:15]([O:14][C:12](=[O:13])[NH:11][CH2:10][C:7]1[O:8][CH:9]=[C:5]([CH2:3][OH:2])[N:6]=1)([CH3:18])([CH3:16])[CH3:17]. (4) Given the reactants [Cl:1][C:2]1[CH:7]=[CH:6][CH:5]=[C:4]([Cl:8])[C:3]=1[CH2:9][S:10]([C:13]1[CH:14]=[C:15]2[C:19](=[CH:20][CH:21]=1)[NH:18][C:17](=[O:22])[CH2:16]2)(=[O:12])=[O:11].[OH:23][CH:24]1[CH2:29][CH2:28][N:27]([CH2:30][C:31]2[C:32]([CH3:39])=[C:33]([CH:37]=O)[NH:34][C:35]=2[CH3:36])[CH2:26][CH2:25]1.N1CCCCC1, predict the reaction product. The product is: [Cl:8][C:4]1[CH:5]=[CH:6][CH:7]=[C:2]([Cl:1])[C:3]=1[CH2:9][S:10]([C:13]1[CH:14]=[C:15]2[C:19](=[CH:20][CH:21]=1)[NH:18][C:17](=[O:22])/[C:16]/2=[CH:37]\[C:33]1[NH:34][C:35]([CH3:36])=[C:31]([CH2:30][N:27]2[CH2:26][CH2:25][CH:24]([OH:23])[CH2:29][CH2:28]2)[C:32]=1[CH3:39])(=[O:12])=[O:11]. (5) The product is: [F:1][C:2]1[CH:3]=[CH:4][C:5]([C:8]#[C:9][C@H:10]2[CH2:11][N:12]([C:37]([C:36]3[CH:40]=[C:32]([CH3:31])[CH:33]=[CH:34][C:35]=3[N:41]3[N:45]=[CH:44][CH:43]=[N:42]3)=[O:38])[C@H:13]([CH3:16])[CH2:14][CH2:15]2)=[N:6][CH:7]=1. Given the reactants [F:1][C:2]1[CH:3]=[CH:4][C:5]([C:8]#[C:9][C@@H:10]2[CH2:15][CH2:14][C@@H:13]([CH3:16])[NH:12][CH2:11]2)=[N:6][CH:7]=1.C(Cl)CCl.C1C=NC2N(O)N=NC=2C=1.[CH3:31][C:32]1[CH:33]=[CH:34][C:35]([N:41]2[N:45]=[CH:44][CH:43]=[N:42]2)=[C:36]([CH:40]=1)[C:37](O)=[O:38].C(N(CC)CC)C, predict the reaction product. (6) Given the reactants [Li]CCCC.[C:6]([C:8]1[CH:13]=[C:12]([CH:14]([CH3:16])[CH3:15])[CH:11]=[C:10]([CH:17]([CH3:19])[CH3:18])[C:9]=1[O:20][CH2:21][CH2:22][CH2:23][CH2:24][CH2:25][CH3:26])#[CH:7].O(C1C=CC=CC=1)[C:28]#[N:29].[OH-].[Na+], predict the reaction product. The product is: [CH2:21]([O:20][C:9]1[C:10]([CH:17]([CH3:18])[CH3:19])=[CH:11][C:12]([CH:14]([CH3:15])[CH3:16])=[CH:13][C:8]=1[C:6]#[C:7][C:28]#[N:29])[CH2:22][CH2:23][CH2:24][CH2:25][CH3:26]. (7) Given the reactants [F-].C([N+](CCCC)(CCCC)CCCC)CCC.[Si]([O:26][CH2:27][CH2:28][CH2:29][CH2:30][C:31]1[CH:32]=[CH:33][C:34](/[C:39](/[C:58]2[CH:63]=[CH:62][C:61]([C:64]([CH3:67])([CH3:66])[CH3:65])=[CH:60][CH:59]=2)=[CH:40]/[C@@H:41]2[N:45]([CH2:46][C:47]3[CH:52]=[CH:51][C:50]([O:53][CH3:54])=[CH:49][C:48]=3[O:55][CH3:56])[C:44](=[O:57])[CH2:43][CH2:42]2)=[N:35][C:36]=1[O:37][CH3:38])(C(C)(C)C)(C)C, predict the reaction product. The product is: [C:64]([C:61]1[CH:62]=[CH:63][C:58](/[C:39](/[C:34]2[CH:33]=[CH:32][C:31]([CH2:30][CH2:29][CH2:28][CH2:27][OH:26])=[C:36]([O:37][CH3:38])[N:35]=2)=[CH:40]\[C@@H:41]2[N:45]([CH2:46][C:47]3[CH:52]=[CH:51][C:50]([O:53][CH3:54])=[CH:49][C:48]=3[O:55][CH3:56])[C:44](=[O:57])[CH2:43][CH2:42]2)=[CH:59][CH:60]=1)([CH3:67])([CH3:65])[CH3:66]. (8) Given the reactants [C:1]([O:7][CH2:8][CH3:9])(=[O:6])[CH2:2][C:3]([O-:5])=O.[Li]CCCC.[C:15](Cl)(=O)[CH2:16][CH2:17][CH2:18][CH2:19][CH2:20][CH2:21][CH2:22][CH2:23]C, predict the reaction product. The product is: [O:5]=[C:3]([CH2:15][CH2:16][CH2:17][CH2:18][CH2:19][CH2:20][CH2:21][CH2:22][CH3:23])[CH2:2][C:1]([O:7][CH2:8][CH3:9])=[O:6]. (9) Given the reactants CC1(C)C(C)(C)OB([C:9]2[CH2:14][CH2:13][N:12]([C:15]([O:17][C:18]([CH3:21])([CH3:20])[CH3:19])=[O:16])[CH2:11][CH:10]=2)O1.Br[C:24]1[CH:29]=[C:28]([F:30])[C:27]([F:31])=[CH:26][C:25]=1[O:32][CH:33]([F:35])[F:34].C(=O)([O-])[O-].[K+].[K+], predict the reaction product. The product is: [F:35][CH:33]([F:34])[O:32][C:25]1[CH:26]=[C:27]([F:31])[C:28]([F:30])=[CH:29][C:24]=1[C:9]1[CH2:14][CH2:13][N:12]([C:15]([O:17][C:18]([CH3:19])([CH3:20])[CH3:21])=[O:16])[CH2:11][CH:10]=1.